Dataset: NCI-60 drug combinations with 297,098 pairs across 59 cell lines. Task: Regression. Given two drug SMILES strings and cell line genomic features, predict the synergy score measuring deviation from expected non-interaction effect. (1) Drug 1: C1CCN(CC1)CCOC2=CC=C(C=C2)C(=O)C3=C(SC4=C3C=CC(=C4)O)C5=CC=C(C=C5)O. Drug 2: CC1=C(C(=CC=C1)Cl)NC(=O)C2=CN=C(S2)NC3=CC(=NC(=N3)C)N4CCN(CC4)CCO. Cell line: NCI-H226. Synergy scores: CSS=12.0, Synergy_ZIP=1.02, Synergy_Bliss=3.37, Synergy_Loewe=-16.1, Synergy_HSA=1.52. (2) Drug 1: CN1CCC(CC1)COC2=C(C=C3C(=C2)N=CN=C3NC4=C(C=C(C=C4)Br)F)OC. Drug 2: CN1C2=C(C=C(C=C2)N(CCCl)CCCl)N=C1CCCC(=O)O.Cl. Cell line: NCI-H322M. Synergy scores: CSS=33.7, Synergy_ZIP=0.555, Synergy_Bliss=0.617, Synergy_Loewe=-37.5, Synergy_HSA=0.201. (3) Drug 1: CN1CCC(CC1)COC2=C(C=C3C(=C2)N=CN=C3NC4=C(C=C(C=C4)Br)F)OC. Drug 2: CN(CCCl)CCCl.Cl. Cell line: NCI/ADR-RES. Synergy scores: CSS=1.96, Synergy_ZIP=-2.67, Synergy_Bliss=-0.621, Synergy_Loewe=-2.23, Synergy_HSA=-1.80. (4) Drug 1: C1CC(C1)(C(=O)O)C(=O)O.[NH2-].[NH2-].[Pt+2]. Drug 2: C1CCC(C(C1)N)N.C(=O)(C(=O)[O-])[O-].[Pt+4]. Cell line: NCI-H226. Synergy scores: CSS=2.24, Synergy_ZIP=2.56, Synergy_Bliss=6.00, Synergy_Loewe=-11.0, Synergy_HSA=-2.26. (5) Drug 1: CCCS(=O)(=O)NC1=C(C(=C(C=C1)F)C(=O)C2=CNC3=C2C=C(C=N3)C4=CC=C(C=C4)Cl)F. Drug 2: CC1=C(C=C(C=C1)NC(=O)C2=CC=C(C=C2)CN3CCN(CC3)C)NC4=NC=CC(=N4)C5=CN=CC=C5. Cell line: MCF7. Synergy scores: CSS=-0.142, Synergy_ZIP=2.12, Synergy_Bliss=4.89, Synergy_Loewe=0.983, Synergy_HSA=1.38. (6) Drug 1: C1=NC2=C(N=C(N=C2N1C3C(C(C(O3)CO)O)O)F)N. Drug 2: CC12CCC3C(C1CCC2OP(=O)(O)O)CCC4=C3C=CC(=C4)OC(=O)N(CCCl)CCCl.[Na+]. Cell line: RPMI-8226. Synergy scores: CSS=9.05, Synergy_ZIP=-4.40, Synergy_Bliss=-5.57, Synergy_Loewe=2.44, Synergy_HSA=-3.06.